This data is from Reaction yield outcomes from USPTO patents with 853,638 reactions. The task is: Predict the reaction yield, written as a fraction of the theoretical maximum amount of product (1.0 means a 100% yield; for example, 0.34 means a 34% yield). The reactants are N1(C2[CH:11]=[CH:10][C:9]([C:12]3[NH:17][C:16](=[O:18])[C:15]([C:19]([O:21][CH3:22])=[O:20])=[C:14](O)[C:13]=3[CH2:24][CH3:25])=[CH:8][CH:7]=2)CC=CC1.[CH3:26][N+:27]1([O-])[CH2:32][CH2:31][O:30][CH2:29][CH2:28]1.C1C[O:37]CC1. The catalyst is O=[Os](=O)(=O)=O. The product is [OH:30][C@H:31]1[C@@H:29]([OH:37])[CH2:28][N:27]([C:26]2[CH:11]=[CH:10][C:9]([C:12]3[NH:17][C:16](=[O:18])[C:15]([C:19]([O:21][CH3:22])=[O:20])=[CH:14][C:13]=3[CH2:24][CH3:25])=[CH:8][CH:7]=2)[CH2:32]1. The yield is 0.800.